From a dataset of Catalyst prediction with 721,799 reactions and 888 catalyst types from USPTO. Predict which catalyst facilitates the given reaction. (1) Reactant: Cl[C:2]1[C:7]([CH:8]([CH2:13][CH2:14][CH3:15])[C:9]([O:11][CH3:12])=[O:10])=[C:6]([CH3:16])[N:5]=[C:4]([C:17]2[CH:22]=[CH:21][CH:20]=[CH:19][CH:18]=2)[N:3]=1.C(N(CC)C(C)C)(C)C.[O:32]1[CH2:38][CH2:37][CH2:36][O:35][C:34]2[CH:39]=[C:40](B(O)O)[CH:41]=[CH:42][C:33]1=2. Product: [O:32]1[CH2:38][CH2:37][CH2:36][O:35][C:34]2[CH:39]=[C:40]([C:2]3[C:7]([CH:8]([CH2:13][CH2:14][CH3:15])[C:9]([O:11][CH3:12])=[O:10])=[C:6]([CH3:16])[N:5]=[C:4]([C:17]4[CH:22]=[CH:21][CH:20]=[CH:19][CH:18]=4)[N:3]=3)[CH:41]=[CH:42][C:33]1=2. The catalyst class is: 659. (2) Reactant: [H-].[Na+].[CH2:3]([OH:7])[C:4]#[C:5][CH3:6].Cl[C:9]1[N:14]=[CH:13][N:12]=[C:11]([N:15]2[CH2:21][CH2:20][CH2:19][CH2:18][CH2:17][CH:16]2[CH2:22][CH3:23])[C:10]=1[F:24].[Cl-].[NH4+]. Product: [CH2:3]([O:7][C:9]1[N:14]=[CH:13][N:12]=[C:11]([N:15]2[CH2:21][CH2:20][CH2:19][CH2:18][CH2:17][CH:16]2[CH2:22][CH3:23])[C:10]=1[F:24])[C:4]#[C:5][CH3:6]. The catalyst class is: 7.